From a dataset of Forward reaction prediction with 1.9M reactions from USPTO patents (1976-2016). Predict the product of the given reaction. (1) Given the reactants [NH2:1][CH2:2][CH2:3][CH2:4][Si:5]([O:12][CH2:13][CH3:14])([O:9][CH2:10][CH3:11])[O:6][CH2:7][CH3:8].N[C:16](N)=[O:17].N.[CH2:20]([OH:22])[CH3:21], predict the reaction product. The product is: [CH2:10]([O:9][Si:5]([CH2:4][CH2:3][CH2:2][NH:1][C:16](=[O:17])[O:22][CH2:20][CH3:21])([O:12][CH2:13][CH3:14])[O:6][CH2:7][CH3:8])[CH3:11]. (2) Given the reactants CN(C(ON1N=NC2C=CC=NC1=2)=[N+](C)C)C.F[P-](F)(F)(F)(F)F.Cl.[NH2:26][C:27]1[C:28]([C:37]([NH:39][C@@H:40]([CH:45]2[CH2:50][CH2:49][CH2:48][CH2:47][CH2:46]2)[C:41]([O:43][CH3:44])=[O:42])=[O:38])=[CH:29][C:30]2[C:35]([CH:36]=1)=[CH:34][CH:33]=[CH:32][CH:31]=2.[Cl:51][C:52]1[C:57]([Cl:58])=[CH:56][CH:55]=[C:54]([Cl:59])[C:53]=1[CH2:60][C:61](O)=[O:62].C(N(C(C)C)CC)(C)C, predict the reaction product. The product is: [CH:45]1([C@H:40]([NH:39][C:37]([C:28]2[C:27]([NH:26][C:61](=[O:62])[CH2:60][C:53]3[C:54]([Cl:59])=[CH:55][CH:56]=[C:57]([Cl:58])[C:52]=3[Cl:51])=[CH:36][C:35]3[C:30](=[CH:31][CH:32]=[CH:33][CH:34]=3)[CH:29]=2)=[O:38])[C:41]([O:43][CH3:44])=[O:42])[CH2:50][CH2:49][CH2:48][CH2:47][CH2:46]1. (3) Given the reactants [CH3:1][C:2]1[C:3]([N:11]2[CH2:16][CH2:15][CH:14]([C:17]([O:19][CH3:20])=[O:18])[CH2:13][CH2:12]2)=[N:4][CH:5]=[C:6]([N+:8]([O-])=O)[CH:7]=1, predict the reaction product. The product is: [NH2:8][C:6]1[CH:7]=[C:2]([CH3:1])[C:3]([N:11]2[CH2:16][CH2:15][CH:14]([C:17]([O:19][CH3:20])=[O:18])[CH2:13][CH2:12]2)=[N:4][CH:5]=1. (4) Given the reactants C[Si](C)(C)N[Si](C)(C)C.[Na].[Br-].[CH2:12]([P+](C1C=CC=CC=1)(C1C=CC=CC=1)C1C=CC=CC=1)[CH2:13][CH3:14].[CH:34]([C@@H:36]1[CH2:41][CH2:40][C@H:39]([NH:42][C:43](=[O:49])[O:44][C:45]([CH3:48])([CH3:47])[CH3:46])[CH2:38][CH2:37]1)=O.[Cl-].[NH4+], predict the reaction product. The product is: [CH:34](/[C@@H:36]1[CH2:41][CH2:40][C@H:39]([NH:42][C:43](=[O:49])[O:44][C:45]([CH3:48])([CH3:47])[CH3:46])[CH2:38][CH2:37]1)=[CH:12]/[CH2:13][CH3:14]. (5) Given the reactants Cl[C:2]1[N:3]=[C:4]([NH:11][C:12]2[CH:17]=[CH:16][C:15]([O:18][CH3:19])=[C:14]([O:20][CH3:21])[CH:13]=2)[C:5]2[N:10]=[CH:9][S:8][C:6]=2[N:7]=1.[CH3:22][O:23][C:24]1[CH:33]=[C:32]([NH:34][C:35](=[O:51])[C:36]2[CH:41]=[CH:40][CH:39]=[C:38](B3OC(C)(C)C(C)(C)O3)[CH:37]=2)[CH:31]=[CH:30][C:25]=1[C:26]([O:28][CH3:29])=[O:27].C([O-])([O-])=O.[Na+].[Na+], predict the reaction product. The product is: [CH3:21][O:20][C:14]1[CH:13]=[C:12]([NH:11][C:4]2[C:5]3[N:10]=[CH:9][S:8][C:6]=3[N:7]=[C:2]([C:38]3[CH:37]=[C:36]([CH:41]=[CH:40][CH:39]=3)[C:35]([NH:34][C:32]3[CH:31]=[CH:30][C:25]([C:26]([O:28][CH3:29])=[O:27])=[C:24]([O:23][CH3:22])[CH:33]=3)=[O:51])[N:3]=2)[CH:17]=[CH:16][C:15]=1[O:18][CH3:19]. (6) Given the reactants [CH2:1]([C:3]1[CH:4]=[C:5]([C:9]#[C:10][CH2:11][O:12][CH:13]2[CH2:18][CH2:17][CH2:16][CH2:15][O:14]2)[CH:6]=[CH:7][CH:8]=1)[CH3:2], predict the reaction product. The product is: [CH2:1]([C:3]1[CH:4]=[C:5]([CH2:9][CH2:10][CH2:11][O:12][CH:13]2[CH2:18][CH2:17][CH2:16][CH2:15][O:14]2)[CH:6]=[CH:7][CH:8]=1)[CH3:2].